This data is from Full USPTO retrosynthesis dataset with 1.9M reactions from patents (1976-2016). The task is: Predict the reactants needed to synthesize the given product. (1) Given the product [CH3:31][S:30][C:18]1[C:17]2[C:21](=[CH:22][C:14]([C:11]3[CH2:12][CH2:13][NH:8][CH2:9][CH:10]=3)=[CH:15][CH:16]=2)[N:20]([C:23]2[CH:24]=[C:25]([CH3:29])[CH:26]=[CH:27][CH:28]=2)[N:19]=1, predict the reactants needed to synthesize it. The reactants are: C(OC([N:8]1[CH2:13][CH:12]=[C:11]([C:14]2[CH:22]=[C:21]3[C:17]([C:18]([S:30][CH3:31])=[N:19][N:20]3[C:23]3[CH:24]=[C:25]([CH3:29])[CH:26]=[CH:27][CH:28]=3)=[CH:16][CH:15]=2)[CH2:10][CH2:9]1)=O)(C)(C)C. (2) Given the product [CH:9]1[C:8]2[CH2:7][C:6]3([C:4]4[N:3]=[CH:2][NH:1][CH:5]=4)[CH:14]([CH2:15][CH2:16][CH2:17][CH2:18]3)[C:13]=2[CH:12]=[CH:11][CH:10]=1, predict the reactants needed to synthesize it. The reactants are: [NH:1]1[CH:5]=[C:4]([C:6]23[CH2:18][CH2:17][CH2:16][CH2:15][CH:14]2[C:13]2[C:8](=[CH:9][CH:10]=[CH:11][CH:12]=2)[C:7]3=O)[N:3]=[CH:2]1.O.NN.[OH-].[K+]. (3) Given the product [CH3:3][C:4]12[C:15](=[O:16])[N:14]([CH2:19][C:20]([O:22][C:23]([CH3:26])([CH3:25])[CH3:24])=[O:21])[C:12]3[C:13]1=[C:8]([CH:9]=[CH:10][CH:11]=3)[NH:7][C:6](=[O:17])[CH2:5]2, predict the reactants needed to synthesize it. The reactants are: [H-].[Na+].[CH3:3][C:4]12[C:15](=[O:16])[NH:14][C:12]3[C:13]1=[C:8]([CH:9]=[CH:10][CH:11]=3)[NH:7][C:6](=[O:17])[CH2:5]2.Br[CH2:19][C:20]([O:22][C:23]([CH3:26])([CH3:25])[CH3:24])=[O:21]. (4) Given the product [F:1][C:2]1[CH:3]=[C:4]([C:14]([O:16][CH3:17])=[O:15])[C:5]2[O:9][C:8]([CH2:10][CH2:11][O:12][CH3:21])=[CH:7][C:6]=2[CH:13]=1, predict the reactants needed to synthesize it. The reactants are: [F:1][C:2]1[CH:3]=[C:4]([C:14]([O:16][CH3:17])=[O:15])[C:5]2[O:9][C:8]([CH2:10][CH2:11][OH:12])=[CH:7][C:6]=2[CH:13]=1.[H-].[Na+].I[CH3:21]. (5) Given the product [Cl:1][C:2]1[CH:3]=[C:4]([NH:9][C:10]2[C:19]3[C:14](=[CH:15][CH:16]=[C:17]([NH:20][CH2:21][C:22]([NH:31][CH3:30])=[O:23])[CH:18]=3)[N:13]=[CH:12][C:11]=2[C:25]#[N:26])[CH:5]=[CH:6][C:7]=1[F:8], predict the reactants needed to synthesize it. The reactants are: [Cl:1][C:2]1[CH:3]=[C:4]([NH:9][C:10]2[C:19]3[C:14](=[CH:15][CH:16]=[C:17]([NH:20][CH2:21][C:22](O)=[O:23])[CH:18]=3)[N:13]=[CH:12][C:11]=2[C:25]#[N:26])[CH:5]=[CH:6][C:7]=1[F:8].Cl.CN.[CH3:30][N:31]([P+](ON1N=NC2C=CC=CC1=2)(N(C)C)N(C)C)C.F[P-](F)(F)(F)(F)F.CN1CCOCC1. (6) Given the product [C:6]([C:8]1[CH:9]=[CH:10][C:11]([C:12]([NH:14][C:15]2[CH:16]=[CH:17][C:18]([CH3:32])=[C:19]([NH:21][C:22](=[O:31])[C:23]3[CH:28]=[CH:27][C:26]([CH2:29][NH:5][CH2:4][CH2:3][O:2][CH3:1])=[CH:25][CH:24]=3)[CH:20]=2)=[O:13])=[CH:33][CH:34]=1)#[N:7], predict the reactants needed to synthesize it. The reactants are: [CH3:1][O:2][CH2:3][CH2:4][NH2:5].[C:6]([C:8]1[CH:34]=[CH:33][C:11]([C:12]([NH:14][C:15]2[CH:16]=[CH:17][C:18]([CH3:32])=[C:19]([NH:21][C:22](=[O:31])[C:23]3[CH:28]=[CH:27][C:26]([CH2:29]Cl)=[CH:25][CH:24]=3)[CH:20]=2)=[O:13])=[CH:10][CH:9]=1)#[N:7].C(=O)([O-])[O-].[K+].[K+].